From a dataset of Retrosynthesis with 50K atom-mapped reactions and 10 reaction types from USPTO. Predict the reactants needed to synthesize the given product. (1) Given the product CCCCN(CCCC)CCCOc1ccc(C(=O)N(C)OC)cc1, predict the reactants needed to synthesize it. The reactants are: CCCCN(CCCC)CCCOc1ccc(C(=O)Cl)cc1.CNOC. (2) Given the product CCOC(C)OC[C@H]1CCC(=O)N1, predict the reactants needed to synthesize it. The reactants are: C=COCC.O=C1CC[C@H](CO)N1. (3) Given the product N#Cc1ccc(SCCN)nc1, predict the reactants needed to synthesize it. The reactants are: CC(C)(C)OC(=O)NCCSc1ccc(C#N)cn1.